From a dataset of Experimentally validated miRNA-target interactions with 360,000+ pairs, plus equal number of negative samples. Binary Classification. Given a miRNA mature sequence and a target amino acid sequence, predict their likelihood of interaction. The miRNA is ath-miR397a with sequence UCAUUGAGUGCAGCGUUGAUG. The protein sequence of the target gene is MTADKEKKRSSSELRKEKSRDAARCRRSKETEVFYELAHELPLPHSVSSHLDKASIMRLAISFLRTHKLLSSVCSENESEAEADQQMDNLYLKALEGFIAVVTQDGDMIFLSENISKFMGLTQVELTGHSIFDFTHPCDHEEIRENLTLKNGSGFGKKSKDVSTERDFFMRMKCTVTNRGRTVNLKSATWKVLHCTGQVRVYNNCPPHSSLCGSKEPLLSCLIIMCEPIQHPSHMDIPLDSKTFLSRHSMDMKFTYCDDRILELIGYHPEELLGRSAYEFYHALDSENMTKSHQNLCTKG.... Result: 0 (no interaction).